Dataset: Retrosynthesis with 50K atom-mapped reactions and 10 reaction types from USPTO. Task: Predict the reactants needed to synthesize the given product. (1) Given the product CC(C)(C)OC(=O)N1CCC(Oc2ccc(CC(=O)O)c(OCC(F)(F)F)c2)CC1, predict the reactants needed to synthesize it. The reactants are: COC(=O)Cc1ccc(OC2CCN(C(=O)OC(C)(C)C)CC2)cc1OCC(F)(F)F. (2) Given the product CCNC(=O)c1ccc(-n2cc(C(=O)O)nn2)c(OCCCc2ccccc2)c1, predict the reactants needed to synthesize it. The reactants are: CCNC(=O)c1ccc(-n2cc(C(=O)OCC)nn2)c(OCCCc2ccccc2)c1. (3) Given the product COc1ccc(N)cc1OCCN1CCCCC1, predict the reactants needed to synthesize it. The reactants are: COc1ccc([N+](=O)[O-])cc1OCCN1CCCCC1. (4) Given the product COC(=O)c1ccc(C)c(-n2cc(Br)nc(NC(C)(C)c3ccccc3OCc3ccccc3)c2=O)c1, predict the reactants needed to synthesize it. The reactants are: CC(C)(N)c1ccccc1OCc1ccccc1.COC(=O)c1ccc(C)c(-n2cc(Br)nc(Br)c2=O)c1. (5) Given the product CCOc1cnc(-c2cccc(Oc3nn(-c4cnn(C)c4)ccc3=O)c2)nc1, predict the reactants needed to synthesize it. The reactants are: CCOc1cnc(-c2cccc(O)c2)nc1.Cn1cc(-n2ccc(=O)c(Cl)n2)cn1.